From a dataset of Forward reaction prediction with 1.9M reactions from USPTO patents (1976-2016). Predict the product of the given reaction. Given the reactants C([O:3][C:4](=[CH2:7])[C:5]#[N:6])C.C[O-].[Na+].CO.Cl.O[CH:15]1[O:23][C@H:22]([CH2:24][OH:25])[C@@H:20]([OH:21])[C@H:18]([OH:19])[C@H:16]1[NH2:17].CC([O-])=O.[Na+].CC(O)=O, predict the reaction product. The product is: [OH:19][C@H:18]([C:16]1[N:17]=[C:5]([C:4](=[O:3])[CH3:7])[NH:6][CH:15]=1)[C@H:20]([OH:21])[C@H:22]([OH:23])[CH2:24][OH:25].